Task: Predict the reaction yield, written as a fraction of the theoretical maximum amount of product (1.0 means a 100% yield; for example, 0.34 means a 34% yield).. Dataset: Reaction yield outcomes from USPTO patents with 853,638 reactions (1) The reactants are [OH:1][CH2:2][CH:3]1[CH2:8][CH2:7][N:6]([C:9](OC(C)(C)C)=O)[CH2:5][CH2:4]1.[H-].[H-].[H-].[H-].[Li+].[Al+3].O.[OH-].[Na+]. The catalyst is C1COCC1. The product is [CH3:9][N:6]1[CH2:7][CH2:8][CH:3]([CH2:2][OH:1])[CH2:4][CH2:5]1. The yield is 0.880. (2) The reactants are [NH2:1][C:2]1[CH:7]=[C:6]([O:8][C:9]2[CH:14]=[CH:13][C:12]([N+:15]([O-:17])=[O:16])=[CH:11][C:10]=2[F:18])[N:5]=[CH:4][N:3]=1.[CH2:19]([N:21]([CH2:24]C)[CH2:22]C)C.ClC(OC1C=CC=CC=1)=[O:28].CNC. The catalyst is O1CCCC1.C(OCC)C.CO. The product is [F:18][C:10]1[CH:11]=[C:12]([N+:15]([O-:17])=[O:16])[CH:13]=[CH:14][C:9]=1[O:8][C:6]1[N:5]=[CH:4][N:3]=[C:2]([NH:1][C:19](=[O:28])[N:21]([CH3:24])[CH3:22])[CH:7]=1. The yield is 0.590. (3) The reactants are [CH3:1][N:2]1[N:6]=[N:5][C:4]([Sn](CCCC)(CCCC)CCCC)=[N:3]1.Br[C:21]1[C:22]([O:29][CH3:30])=[N:23][CH:24]=[N:25][C:26]=1[O:27][CH3:28]. The catalyst is CN(C=O)C. The product is [CH3:30][O:29][C:22]1[C:21]([C:4]2[N:5]=[N:6][N:2]([CH3:1])[N:3]=2)=[C:26]([O:27][CH3:28])[N:25]=[CH:24][N:23]=1. The yield is 0.550. (4) The reactants are [CH3:1][C:2]1([CH3:30])[C:6](=[O:7])[N:5]([C:8]2[CH:15]=[CH:14][C:11]([C:12]#[N:13])=[C:10]([C:16]([F:19])([F:18])[F:17])[CH:9]=2)[C:4](=[O:20])[N:3]1[CH2:21][CH2:22][CH2:23][O:24]C1CCCO1.CC1C=CC(S(O)(=O)=O)=CC=1. The catalyst is CO.C(OCC)(=O)C. The product is [OH:24][CH2:23][CH2:22][CH2:21][N:3]1[C:2]([CH3:30])([CH3:1])[C:6](=[O:7])[N:5]([C:8]2[CH:15]=[CH:14][C:11]([C:12]#[N:13])=[C:10]([C:16]([F:19])([F:17])[F:18])[CH:9]=2)[C:4]1=[O:20]. The yield is 0.950. (5) The reactants are Cl.[Cl:2][C:3]1[CH:15]=[CH:14][CH:13]=[CH:12][C:4]=1[O:5][CH:6]1[CH2:11][CH2:10][NH:9][CH2:8][CH2:7]1.Br[CH2:17][CH2:18][CH:19]=[C:20]1[C:26]2[CH:27]=[CH:28][CH:29]=[N:30][C:25]=2[CH2:24][O:23][C:22]2[CH:31]=[CH:32][C:33]([C:35]([OH:38])([CH3:37])[CH3:36])=[CH:34][C:21]1=2.C(=O)([O-])[O-].[K+].[K+]. The catalyst is C(#N)C.O. The product is [Cl:2][C:3]1[CH:15]=[CH:14][CH:13]=[CH:12][C:4]=1[O:5][CH:6]1[CH2:11][CH2:10][N:9]([CH2:17][CH2:18][CH:19]=[C:20]2[C:26]3[CH:27]=[CH:28][CH:29]=[N:30][C:25]=3[CH2:24][O:23][C:22]3[CH:31]=[CH:32][C:33]([C:35]([OH:38])([CH3:37])[CH3:36])=[CH:34][C:21]2=3)[CH2:8][CH2:7]1. The yield is 0.680.